The task is: Regression. Given a peptide amino acid sequence and an MHC pseudo amino acid sequence, predict their binding affinity value. This is MHC class I binding data.. This data is from Peptide-MHC class I binding affinity with 185,985 pairs from IEDB/IMGT. (1) The peptide sequence is FTMRLLSPV. The MHC is HLA-A02:03 with pseudo-sequence HLA-A02:03. The binding affinity (normalized) is 0.886. (2) The peptide sequence is EELITDTEFL. The MHC is HLA-B45:01 with pseudo-sequence HLA-B45:01. The binding affinity (normalized) is 0.129. (3) The peptide sequence is VLQRNCAAYL. The MHC is HLA-A02:03 with pseudo-sequence HLA-A02:03. The binding affinity (normalized) is 0.579. (4) The binding affinity (normalized) is 0.783. The peptide sequence is FIKEKGGL. The MHC is HLA-B08:01 with pseudo-sequence HLA-B08:01. (5) The peptide sequence is FPYSTFPII. The MHC is HLA-B54:01 with pseudo-sequence HLA-B54:01. The binding affinity (normalized) is 0.815.